Dataset: Reaction yield outcomes from USPTO patents with 853,638 reactions. Task: Predict the reaction yield, written as a fraction of the theoretical maximum amount of product (1.0 means a 100% yield; for example, 0.34 means a 34% yield). (1) The reactants are [Cl:1][C:2]1[CH:7]=[CH:6][C:5]([OH:8])=[C:4]([I:9])[CH:3]=1.[CH2:10]([N:17]1[CH2:22][CH:21]=[C:20]([CH2:23]O)[CH2:19][CH2:18]1)[C:11]1[CH:16]=[CH:15][CH:14]=[CH:13][CH:12]=1.C1(P(C2C=CC=CC=2)C2C=CC=CC=2)C=CC=CC=1.CCOC(/N=N/C(OCC)=O)=O. The catalyst is C1COCC1. The product is [CH2:10]([N:17]1[CH2:18][CH:19]=[C:20]([CH2:23][O:8][C:5]2[CH:6]=[CH:7][C:2]([Cl:1])=[CH:3][C:4]=2[I:9])[CH2:21][CH2:22]1)[C:11]1[CH:16]=[CH:15][CH:14]=[CH:13][CH:12]=1. The yield is 0.860. (2) The reactants are [C:1]1([C:12]2[CH:17]=[CH:16][CH:15]=[CH:14][CH:13]=2)[CH:6]=[CH:5][C:4]([C:7]([CH3:11])=[CH:8][CH2:9][OH:10])=[CH:3][CH:2]=1.[CH3:30][CH:29]([O:28][C:26](/N=N/[C:26]([O:28][CH:29]([CH3:31])[CH3:30])=O)=O)[CH3:31].[CH:49]1[CH:50]=[CH:45]C(P([C:45]2[CH:50]=[CH:49][CH:48]=[CH:47]C=2)[C:49]2[CH:50]=[CH:45]C=[CH:47][CH:48]=2)=[CH:47][CH:48]=1.[CH3:51][CH2:52][O:53][C:54](C)=[O:55]. No catalyst specified. The product is [CH2:52]([O:53][C:54](=[O:55])[C:29]([O:28][C:26]1[CH:47]=[CH:48][C:49]([O:10][CH2:9][CH:8]=[C:7]([C:4]2[CH:3]=[CH:2][C:1]([C:12]3[CH:13]=[CH:14][CH:15]=[CH:16][CH:17]=3)=[CH:6][CH:5]=2)[CH3:11])=[CH:50][CH:45]=1)([CH3:30])[CH3:31])[CH3:51]. The yield is 0.520. (3) The reactants are [C:1]([O:5][C:6]([N:8]1[CH:13]2[CH2:14][CH2:15][CH:9]1[CH2:10][C:11](=[O:16])[CH2:12]2)=[O:7])([CH3:4])([CH3:3])[CH3:2].[C:17]([Mg]Br)#[CH:18]. The catalyst is O1CCCC1. The product is [C:1]([O:5][C:6]([N:8]1[CH:13]2[CH2:14][CH2:15][CH:9]1[CH2:10][C:11]([C:17]#[CH:18])([OH:16])[CH2:12]2)=[O:7])([CH3:4])([CH3:2])[CH3:3]. The yield is 0.320. (4) The reactants are N12CCCN=C1CCCCC2.Cl.[NH2:13][CH2:14][C:15]1[CH:23]=[CH:22][CH:21]=[C:20]2[C:16]=1[CH2:17][N:18]([CH:25]1[CH2:30][CH2:29][C:28](=[O:31])[NH:27][C:26]1=[O:32])[C:19]2=[O:24].[CH:33]1([C:36](Cl)=[O:37])[CH2:35][CH2:34]1. The catalyst is C(#N)C. The product is [O:32]=[C:26]1[CH:25]([N:18]2[CH2:17][C:16]3[C:20](=[CH:21][CH:22]=[CH:23][C:15]=3[CH2:14][NH:13][C:36]([CH:33]3[CH2:35][CH2:34]3)=[O:37])[C:19]2=[O:24])[CH2:30][CH2:29][C:28](=[O:31])[NH:27]1. The yield is 0.500. (5) The reactants are [C:1]([C:3]1[C:11]2[C:6](=[CH:7][CH:8]=[C:9](OC)[CH:10]=2)[N:5]([CH2:14][CH3:15])[C:4]=1[C:16]1[CH:25]=[CH:24][C:19]([C:20]([O:22]C)=[O:21])=[CH:18][CH:17]=1)#[N:2].[OH-].[Na+].C1C[O:31][CH2:30]C1. The catalyst is O. The product is [C:1]([C:3]1[C:11]2[C:6](=[CH:7][C:8]([O:31][CH3:30])=[CH:9][CH:10]=2)[N:5]([CH2:14][CH3:15])[C:4]=1[C:16]1[CH:17]=[CH:18][C:19]([C:20]([OH:22])=[O:21])=[CH:24][CH:25]=1)#[N:2]. The yield is 0.920. (6) The catalyst is O1CCCC1.CCOC(C)=O. The yield is 0.696. The reactants are [NH:1]1[C:9]2[C:4](=[CH:5][CH:6]=[CH:7][CH:8]=2)[CH2:3][C:2]1=[O:10].C([Li])CCC.CN(C)CCN(C)C.I[CH2:25][CH2:26][CH2:27][CH2:28][CH2:29]I.[Cl-].[NH4+]. The product is [NH:1]1[C:9]2[C:4](=[CH:5][CH:6]=[CH:7][CH:8]=2)[C:3]2([CH2:29][CH2:28][CH2:27][CH2:26][CH2:25]2)[C:2]1=[O:10]. (7) The product is [CH3:34][O:35][C:36]([C:38]1[CH:47]=[C:46]([C:48]#[C:49][CH:50]([NH2:54])[C:51](=[O:53])[CH3:52])[C:45]2[C:40](=[C:41]([NH2:55])[CH:42]=[CH:43][CH:44]=2)[N:39]=1)=[O:37]. The yield is 0.540. No catalyst specified. The reactants are COC(C1C=C(NS(C2C=CC(C)=CC=2)(=O)=O)C2C(=C(OCC3C=CC=CC=3)C=CC=2)N=1)=O.[CH3:34][O:35][C:36]([C:38]1[CH:47]=[C:46]([C:48]#[C:49][CH:50]([NH2:54])[C:51](=[O:53])[CH3:52])[C:45]2[C:40](=[C:41]([N+:55]([O-])=O)[CH:42]=[CH:43][CH:44]=2)[N:39]=1)=[O:37]. (8) The reactants are [NH2:1][C:2]1[C:11]2[C:6](=[CH:7][C:8](F)=[CH:9][CH:10]=2)[C:5]([Br:13])=[CH:4][N:3]=1.[CH3:14][C:15]1([CH3:29])[CH2:23][C:22]2[NH:21][N:20]=[C:19]([C:24]([F:27])([F:26])[F:25])[C:18]=2[C:17](=[O:28])[CH2:16]1.[H-].[Na+].[NH4+].[Cl-]. The catalyst is CN(C=O)C. The product is [NH2:1][C:2]1[C:11]2[C:6](=[CH:7][C:8]([N:21]3[C:22]4[CH2:23][C:15]([CH3:29])([CH3:14])[CH2:16][C:17](=[O:28])[C:18]=4[C:19]([C:24]([F:25])([F:27])[F:26])=[N:20]3)=[CH:9][CH:10]=2)[C:5]([Br:13])=[CH:4][N:3]=1. The yield is 0.530.